Dataset: Catalyst prediction with 721,799 reactions and 888 catalyst types from USPTO. Task: Predict which catalyst facilitates the given reaction. (1) Reactant: [Cl:1][C:2]1[CH:22]=[C:21]([N+:23]([O-])=O)[CH:20]=[CH:19][C:3]=1[O:4][C:5]1[CH:13]=[CH:12][CH:11]=[C:10]2[C:6]=1[CH2:7][CH2:8][C:9]2([C:15]([F:18])([F:17])[F:16])[OH:14].[Cl-].[Ca+2].[Cl-].O. Product: [NH2:23][C:21]1[CH:20]=[CH:19][C:3]([O:4][C:5]2[CH:13]=[CH:12][CH:11]=[C:10]3[C:6]=2[CH2:7][CH2:8][C:9]3([C:15]([F:16])([F:17])[F:18])[OH:14])=[C:2]([Cl:1])[CH:22]=1. The catalyst class is: 8. (2) Reactant: [N+:1]([C:4]1[CH:5]=[C:6]([CH:9]=[CH:10][CH:11]=1)[CH:7]=O)([O-:3])=[O:2].[CH3:12][O:13][C:14](=[O:22])[CH2:15]P(OC)(OC)=O.C[O-].[Na+].Cl. Product: [N+:1]([C:4]1[CH:5]=[C:6](/[CH:7]=[CH:15]/[C:14]([O:13][CH3:12])=[O:22])[CH:9]=[CH:10][CH:11]=1)([O-:3])=[O:2]. The catalyst class is: 3. (3) Reactant: [CH2:1]([O:3][P:4]([CH:6]([NH:10][C:11]([O:13][CH2:14][C:15]1[CH:20]=[CH:19][CH:18]=[CH:17][CH:16]=1)=[O:12])[CH:7]([CH3:9])[CH3:8])[OH:5])[CH3:2].CCN(C(C)C)C(C)C.C[Si](Cl)(C)C.[CH3:35][O:36][C:37](=[O:55])[C:38]([C:40]1[CH:45]=[CH:44][CH:43]=[C:42]([CH2:46][NH:47][C:48]([O:50][C:51]([CH3:54])([CH3:53])[CH3:52])=[O:49])[CH:41]=1)=[CH2:39]. Product: [CH3:35][O:36][C:37](=[O:55])[CH:38]([C:40]1[CH:45]=[CH:44][CH:43]=[C:42]([CH2:46][NH:47][C:48]([O:50][C:51]([CH3:54])([CH3:53])[CH3:52])=[O:49])[CH:41]=1)[CH2:39][P:4]([CH:6]([NH:10][C:11]([O:13][CH2:14][C:15]1[CH:16]=[CH:17][CH:18]=[CH:19][CH:20]=1)=[O:12])[CH:7]([CH3:9])[CH3:8])([O:3][CH2:1][CH3:2])=[O:5]. The catalyst class is: 2. (4) Reactant: [CH2:1]([O:3][C:4]([C:6]1([NH:15][C:16](=[O:28])[C:17]2[CH:22]=[CH:21][CH:20]=[C:19]([C:23]([F:26])([F:25])[F:24])[C:18]=2I)[CH2:14][C:13]2[C:8](=[CH:9][CH:10]=[CH:11][CH:12]=2)[CH2:7]1)=[O:5])[CH3:2].[CH3:29][C:30]([CH3:41])=[CH:31]B1OC(C)(C)C(C)(C)O1.C([O-])([O-])=O.[K+].[K+].N#N. Product: [CH2:1]([O:3][C:4]([C:6]1([NH:15][C:16](=[O:28])[C:17]2[CH:22]=[CH:21][CH:20]=[C:19]([C:23]([F:26])([F:25])[F:24])[C:18]=2[CH:29]=[C:30]([CH3:41])[CH3:31])[CH2:14][C:13]2[C:8](=[CH:9][CH:10]=[CH:11][CH:12]=2)[CH2:7]1)=[O:5])[CH3:2]. The catalyst class is: 12. (5) Reactant: [CH:1]1([NH:4][C:5](=[O:27])[C:6]2[CH:11]=[CH:10][C:9]([CH3:12])=[C:8]([N:13]3[C:22](=O)[CH2:21][C:20]4[C:15](=[CH:16][C:17]([O:24][CH3:25])=[CH:18][CH:19]=4)[C:14]3=[O:26])[CH:7]=2)[CH2:3][CH2:2]1.[BH4-].[Na+].Cl. Product: [CH:1]1([NH:4][C:5](=[O:27])[C:6]2[CH:11]=[CH:10][C:9]([CH3:12])=[C:8]([N:13]3[CH:22]=[CH:21][C:20]4[C:15](=[CH:16][C:17]([O:24][CH3:25])=[CH:18][CH:19]=4)[C:14]3=[O:26])[CH:7]=2)[CH2:3][CH2:2]1. The catalyst class is: 100. (6) Reactant: [CH3:1][O:2][C:3]1[C:11]2[O:10][CH2:9][C:8](=O)[C:7]=2[CH:6]=[CH:5][CH:4]=1.[C:13]([CH2:15]C(O)=O)#[N:14].C([O-])(=O)C.[NH4+]. Product: [CH3:1][O:2][C:3]1[C:11]2[O:10][CH:9]=[C:8]([CH2:15][C:13]#[N:14])[C:7]=2[CH:6]=[CH:5][CH:4]=1. The catalyst class is: 113.